This data is from CYP2C9 inhibition data for predicting drug metabolism from PubChem BioAssay. The task is: Regression/Classification. Given a drug SMILES string, predict its absorption, distribution, metabolism, or excretion properties. Task type varies by dataset: regression for continuous measurements (e.g., permeability, clearance, half-life) or binary classification for categorical outcomes (e.g., BBB penetration, CYP inhibition). Dataset: cyp2c9_veith. (1) The molecule is c1ccc(-c2ccc(N3CCCC4(CCNCC4)C3)cc2)cc1. The result is 1 (inhibitor). (2) The molecule is Nc1nc2c(ncn2[C@H]2CC[C@@H](CO)O2)c(=O)n1C(=O)c1ccccc1. The result is 0 (non-inhibitor). (3) The compound is Cc1ccc(NC(=O)NCCCc2ccccc2)cc1. The result is 1 (inhibitor). (4) The drug is Nc1nc(N)nc(CCCc2nc(N)nc(N)n2)n1. The result is 0 (non-inhibitor). (5) The drug is CCCS(=O)(=O)N1CCN(CC2CC=CCC2)CC1.O=C(O)C(=O)O. The result is 0 (non-inhibitor). (6) The drug is CC(=O)NCCNc1nc(-c2cccc(C#N)c2)nc2ccccc12. The result is 0 (non-inhibitor).